The task is: Regression. Given a peptide amino acid sequence and an MHC pseudo amino acid sequence, predict their binding affinity value. This is MHC class I binding data.. This data is from Peptide-MHC class I binding affinity with 185,985 pairs from IEDB/IMGT. The peptide sequence is KACDLAMCY. The MHC is HLA-B57:01 with pseudo-sequence HLA-B57:01. The binding affinity (normalized) is 0.0847.